Dataset: Forward reaction prediction with 1.9M reactions from USPTO patents (1976-2016). Task: Predict the product of the given reaction. (1) Given the reactants [F:1][C:2]([F:48])([F:47])[C:3]1[CH:4]=[C:5]([CH:40]=[C:41]([C:43]([F:46])([F:45])[F:44])[CH:42]=1)[CH2:6][N:7]([CH2:25][C:26]1[N:27]=[C:28]([O:36][CH:37]([CH3:39])[CH3:38])[C:29]2[C:34]([CH:35]=1)=[CH:33][CH:32]=[CH:31][CH:30]=2)[C:8]1[N:13]=[CH:12][C:11]([N:14]2[CH2:19][CH2:18][CH:17]([C:20]([O:22]CC)=[O:21])[CH2:16][CH2:15]2)=[CH:10][N:9]=1.[OH-].[Na+].O.Cl, predict the reaction product. The product is: [F:48][C:2]([F:1])([F:47])[C:3]1[CH:4]=[C:5]([CH:40]=[C:41]([C:43]([F:45])([F:46])[F:44])[CH:42]=1)[CH2:6][N:7]([CH2:25][C:26]1[N:27]=[C:28]([O:36][CH:37]([CH3:39])[CH3:38])[C:29]2[C:34]([CH:35]=1)=[CH:33][CH:32]=[CH:31][CH:30]=2)[C:8]1[N:13]=[CH:12][C:11]([N:14]2[CH2:19][CH2:18][CH:17]([C:20]([OH:22])=[O:21])[CH2:16][CH2:15]2)=[CH:10][N:9]=1. (2) The product is: [NH2:3][CH:4]1[CH2:38][C:39]2[CH:40]=[C:41]([NH:42][C:2]3[N:7]=[C:6]([C:8]4[C:9]([C:17]5[CH:22]=[C:21]([NH:23][C:24](=[O:31])[CH2:25][C:26]6[S:27][CH:28]=[CH:29][CH:30]=6)[CH:20]=[CH:19][CH:18]=5)=[N:10][N:11]5[CH:16]=[CH:15][CH:14]=[CH:13][C:12]=45)[CH:5]=[CH:4][N:3]=3)[CH:43]=[CH:44][C:45]=2[CH2:6][CH2:5]1. Given the reactants Cl[C:2]1[N:7]=[C:6]([C:8]2[C:9]([C:17]3[CH:18]=[CH:19][C:20](C)=[C:21]([NH:23][C:24](=[O:31])[CH2:25][C:26]4[S:27][CH:28]=[CH:29][CH:30]=4)[CH:22]=3)=[N:10][N:11]3[CH:16]=[CH:15][CH:14]=[CH:13][C:12]=23)[CH:5]=[CH:4][N:3]=1.N1([CH2:38][C:39]2[CH:40]=[C:41]([CH:43]=[CH:44][CH:45]=2)[NH2:42])CCCC1.Cl, predict the reaction product.